From a dataset of NCI-60 drug combinations with 297,098 pairs across 59 cell lines. Regression. Given two drug SMILES strings and cell line genomic features, predict the synergy score measuring deviation from expected non-interaction effect. (1) Drug 1: C1CCN(CC1)CCOC2=CC=C(C=C2)C(=O)C3=C(SC4=C3C=CC(=C4)O)C5=CC=C(C=C5)O. Drug 2: CC1CCC2CC(C(=CC=CC=CC(CC(C(=O)C(C(C(=CC(C(=O)CC(OC(=O)C3CCCCN3C(=O)C(=O)C1(O2)O)C(C)CC4CCC(C(C4)OC)O)C)C)O)OC)C)C)C)OC. Cell line: SK-OV-3. Synergy scores: CSS=33.7, Synergy_ZIP=1.42, Synergy_Bliss=2.01, Synergy_Loewe=-8.09, Synergy_HSA=3.35. (2) Drug 1: CN1C(=O)N2C=NC(=C2N=N1)C(=O)N. Drug 2: CCCCC(=O)OCC(=O)C1(CC(C2=C(C1)C(=C3C(=C2O)C(=O)C4=C(C3=O)C=CC=C4OC)O)OC5CC(C(C(O5)C)O)NC(=O)C(F)(F)F)O. Cell line: NCI-H522. Synergy scores: CSS=45.5, Synergy_ZIP=1.79, Synergy_Bliss=2.43, Synergy_Loewe=-24.4, Synergy_HSA=1.99. (3) Drug 1: CS(=O)(=O)CCNCC1=CC=C(O1)C2=CC3=C(C=C2)N=CN=C3NC4=CC(=C(C=C4)OCC5=CC(=CC=C5)F)Cl. Drug 2: C1CC(C1)(C2=CC=C(C=C2)C3=C(C=C4C(=N3)C=CN5C4=NNC5=O)C6=CC=CC=C6)N. Cell line: T-47D. Synergy scores: CSS=32.6, Synergy_ZIP=-5.84, Synergy_Bliss=-6.96, Synergy_Loewe=4.24, Synergy_HSA=5.18. (4) Drug 1: C1=C(C(=O)NC(=O)N1)F. Drug 2: C(CCl)NC(=O)N(CCCl)N=O. Cell line: COLO 205. Synergy scores: CSS=56.7, Synergy_ZIP=-5.50, Synergy_Bliss=-11.7, Synergy_Loewe=-12.7, Synergy_HSA=-10.4. (5) Cell line: LOX IMVI. Drug 2: C(CN)CNCCSP(=O)(O)O. Drug 1: C1=NC2=C(N=C(N=C2N1C3C(C(C(O3)CO)O)O)F)N. Synergy scores: CSS=-8.24, Synergy_ZIP=6.29, Synergy_Bliss=6.58, Synergy_Loewe=-4.31, Synergy_HSA=-3.66. (6) Cell line: HOP-62. Synergy scores: CSS=25.3, Synergy_ZIP=-8.48, Synergy_Bliss=-0.291, Synergy_Loewe=-12.7, Synergy_HSA=-0.763. Drug 1: CS(=O)(=O)C1=CC(=C(C=C1)C(=O)NC2=CC(=C(C=C2)Cl)C3=CC=CC=N3)Cl. Drug 2: CCN(CC)CCCC(C)NC1=C2C=C(C=CC2=NC3=C1C=CC(=C3)Cl)OC. (7) Drug 1: C1CCN(CC1)CCOC2=CC=C(C=C2)C(=O)C3=C(SC4=C3C=CC(=C4)O)C5=CC=C(C=C5)O. Drug 2: CC12CCC3C(C1CCC2O)C(CC4=C3C=CC(=C4)O)CCCCCCCCCS(=O)CCCC(C(F)(F)F)(F)F. Cell line: T-47D. Synergy scores: CSS=17.9, Synergy_ZIP=-13.1, Synergy_Bliss=-12.2, Synergy_Loewe=-4.41, Synergy_HSA=-3.18.